From a dataset of NCI-60 drug combinations with 297,098 pairs across 59 cell lines. Regression. Given two drug SMILES strings and cell line genomic features, predict the synergy score measuring deviation from expected non-interaction effect. (1) Drug 1: CN1CCC(CC1)COC2=C(C=C3C(=C2)N=CN=C3NC4=C(C=C(C=C4)Br)F)OC. Drug 2: CCC1(CC2CC(C3=C(CCN(C2)C1)C4=CC=CC=C4N3)(C5=C(C=C6C(=C5)C78CCN9C7C(C=CC9)(C(C(C8N6C)(C(=O)OC)O)OC(=O)C)CC)OC)C(=O)OC)O.OS(=O)(=O)O. Cell line: NCI-H460. Synergy scores: CSS=11.5, Synergy_ZIP=5.57, Synergy_Bliss=5.80, Synergy_Loewe=4.83, Synergy_HSA=4.96. (2) Cell line: OVCAR3. Drug 1: COC1=CC(=CC(=C1O)OC)C2C3C(COC3=O)C(C4=CC5=C(C=C24)OCO5)OC6C(C(C7C(O6)COC(O7)C8=CC=CS8)O)O. Drug 2: C1CCC(CC1)NC(=O)N(CCCl)N=O. Synergy scores: CSS=29.2, Synergy_ZIP=-8.90, Synergy_Bliss=2.45, Synergy_Loewe=-6.81, Synergy_HSA=3.15. (3) Drug 1: C1=CC(=CC=C1CCC2=CNC3=C2C(=O)NC(=N3)N)C(=O)NC(CCC(=O)O)C(=O)O. Drug 2: C1=NC(=NC(=O)N1C2C(C(C(O2)CO)O)O)N. Cell line: SNB-19. Synergy scores: CSS=39.0, Synergy_ZIP=9.72, Synergy_Bliss=10.1, Synergy_Loewe=2.20, Synergy_HSA=10.8. (4) Drug 1: CC1=C2C(C(=O)C3(C(CC4C(C3C(C(C2(C)C)(CC1OC(=O)C(C(C5=CC=CC=C5)NC(=O)C6=CC=CC=C6)O)O)OC(=O)C7=CC=CC=C7)(CO4)OC(=O)C)O)C)OC(=O)C. Drug 2: CC(C)NC(=O)C1=CC=C(C=C1)CNNC.Cl. Cell line: EKVX. Synergy scores: CSS=4.27, Synergy_ZIP=-3.28, Synergy_Bliss=-0.452, Synergy_Loewe=-9.30, Synergy_HSA=-0.226.